This data is from Reaction yield outcomes from USPTO patents with 853,638 reactions. The task is: Predict the reaction yield, written as a fraction of the theoretical maximum amount of product (1.0 means a 100% yield; for example, 0.34 means a 34% yield). The reactants are C(N1CCN(C2SC(C(O)=O)=C(C)N=2)C1=O)C1C=CC=CC=1.[CH3:23][C:24]1[N:25]=[C:26]([N:32]2[CH2:36][CH2:35][N:34]([CH2:37][C:38]3[CH:43]=[CH:42][C:41]([C:44]([F:47])([F:46])[F:45])=[CH:40][CH:39]=3)[C:33]2=[O:48])[S:27][C:28]=1[C:29]([OH:31])=O.[NH2:49][CH2:50][C:51]1[CH:52]=[N:53][CH:54]=[CH:55][CH:56]=1. No catalyst specified. The product is [CH3:23][C:24]1[N:25]=[C:26]([N:32]2[CH2:36][CH2:35][N:34]([CH2:37][C:38]3[CH:43]=[CH:42][C:41]([C:44]([F:45])([F:46])[F:47])=[CH:40][CH:39]=3)[C:33]2=[O:48])[S:27][C:28]=1[C:29]([NH:49][CH2:50][C:51]1[CH:52]=[N:53][CH:54]=[CH:55][CH:56]=1)=[O:31]. The yield is 0.490.